This data is from Forward reaction prediction with 1.9M reactions from USPTO patents (1976-2016). The task is: Predict the product of the given reaction. Given the reactants C(OC([N:8]1[CH2:13][CH2:12][CH2:11][CH2:10][C@H:9]1[CH2:14][NH:15][C:16]1[C:25]([CH3:26])=[N:24][C:23]2[C:18](=[CH:19][C:20]([F:28])=[C:21]([F:27])[CH:22]=2)[N:17]=1)=O)(C)(C)C, predict the reaction product. The product is: [F:27][C:21]1[CH:22]=[C:23]2[C:18](=[CH:19][C:20]=1[F:28])[N:17]=[C:16]([NH:15][CH2:14][C@@H:9]1[CH2:10][CH2:11][CH2:12][CH2:13][NH:8]1)[C:25]([CH3:26])=[N:24]2.